This data is from Forward reaction prediction with 1.9M reactions from USPTO patents (1976-2016). The task is: Predict the product of the given reaction. Given the reactants Br[C:2]1[S:3][C:4]2[C:10]([C:11]3[CH:16]=[CH:15][C:14]([Cl:17])=[CH:13][CH:12]=3)=[C:9]([C@H:18]([O:23][C:24]([CH3:27])([CH3:26])[CH3:25])[C:19]([O:21][CH3:22])=[O:20])[C:8]([CH3:28])=[CH:7][C:5]=2[N:6]=1.[C:29]1([CH:35]2[CH2:39][CH2:38][NH:37][CH2:36]2)[CH:34]=[CH:33][CH:32]=[CH:31][CH:30]=1.C(N(CC)CCC)C, predict the reaction product. The product is: [C:24]([O:23][C@@H:18]([C:9]1[C:8]([CH3:28])=[CH:7][C:5]2[N:6]=[C:2]([N:37]3[CH2:38][CH2:39][CH:35]([C:29]4[CH:34]=[CH:33][CH:32]=[CH:31][CH:30]=4)[CH2:36]3)[S:3][C:4]=2[C:10]=1[C:11]1[CH:16]=[CH:15][C:14]([Cl:17])=[CH:13][CH:12]=1)[C:19]([O:21][CH3:22])=[O:20])([CH3:27])([CH3:26])[CH3:25].